This data is from Full USPTO retrosynthesis dataset with 1.9M reactions from patents (1976-2016). The task is: Predict the reactants needed to synthesize the given product. (1) Given the product [Cl:1][C:2]1[CH:7]=[CH:6][C:5]([O:8][C:9](=[O:24])[N:10]([CH2:12][CH2:13][C@H:14]2[CH2:19][CH2:18][C@H:17](/[CH:20]=[CH:21]/[CH2:22][NH:27][CH2:25][CH3:26])[CH2:16][CH2:15]2)[CH3:11])=[CH:4][CH:3]=1, predict the reactants needed to synthesize it. The reactants are: [Cl:1][C:2]1[CH:7]=[CH:6][C:5]([O:8][C:9](=[O:24])[N:10]([CH2:12][CH2:13][C@H:14]2[CH2:19][CH2:18][C@H:17](/[CH:20]=[CH:21]/[CH2:22]Cl)[CH2:16][CH2:15]2)[CH3:11])=[CH:4][CH:3]=1.[CH2:25]([NH2:27])[CH3:26]. (2) Given the product [C:19]([S:21][C@@H:11]1[CH2:12][CH2:13][N:9]([C:6]2[S:7][CH:8]=[C:4]([C:1](=[O:3])[NH2:2])[N:5]=2)[CH2:10]1)(=[O:22])[CH3:20], predict the reactants needed to synthesize it. The reactants are: [C:1]([C:4]1[N:5]=[C:6]([N:9]2[CH2:13][CH2:12][C@H:11](OS(C)(=O)=O)[CH2:10]2)[S:7][CH:8]=1)(=[O:3])[NH2:2].[C:19]([O-:22])(=[S:21])[CH3:20].[K+].